Dataset: Catalyst prediction with 721,799 reactions and 888 catalyst types from USPTO. Task: Predict which catalyst facilitates the given reaction. (1) Reactant: C(OC1C=CN(CC(C2C=CC(C[Br:25])=CC=2C)=O)C(=O)C=1)C1C=CC=CC=1.O[CH2:29][C:30]1[CH:35]=[CH:34][C:33]([C:36](=[O:55])[CH2:37][N:38]2[CH:43]=[CH:42][C:41]([O:44][CH2:45][C:46]3[CH:51]=[CH:50][C:49]([O:52][CH3:53])=[CH:48][N:47]=3)=[CH:40][C:39]2=[O:54])=[C:32]([CH3:56])[CH:31]=1.C(OC1C=CN(CC(C2C=CC(CO)=CC=2C)=O)C(=O)C=1)C1C=CC=CC=1. Product: [Br:25][CH2:29][C:30]1[CH:35]=[CH:34][C:33]([C:36](=[O:55])[CH2:37][N:38]2[CH:43]=[CH:42][C:41]([O:44][CH2:45][C:46]3[CH:51]=[CH:50][C:49]([O:52][CH3:53])=[CH:48][N:47]=3)=[CH:40][C:39]2=[O:54])=[C:32]([CH3:56])[CH:31]=1. The catalyst class is: 310. (2) Reactant: COC1C=CC(C[N:8]2[CH2:17][C:16]([CH3:19])([CH3:18])[C:15]3[C:10](=[CH:11][C:12]([N+:20]([O-:22])=[O:21])=[CH:13][CH:14]=3)[C:9]2=[O:23])=CC=1.O.O=[N+]([O-])[O-].[O-][N+](=O)[O-].[O-][N+](=O)[O-].[O-][N+](=O)[O-].[O-][N+](=O)[O-].[O-][N+](=O)[O-].[Ce+4].[NH4+].[NH4+]. Product: [CH3:18][C:16]1([CH3:19])[C:15]2[C:10](=[CH:11][C:12]([N+:20]([O-:22])=[O:21])=[CH:13][CH:14]=2)[C:9](=[O:23])[NH:8][CH2:17]1. The catalyst class is: 23. (3) Reactant: [NH2:1][N:2]1[C:6]([CH2:7][CH3:8])=[CH:5][CH:4]=[C:3]1[C:9]([C:11]1[CH:18]=[CH:17][C:14]([C:15]#[N:16])=[CH:13][CH:12]=1)=O.[CH3:19][O:20][C:21]1[CH:26]=[CH:25][C:24]([CH2:27][C:28]([CH3:30])=O)=[CH:23][CH:22]=1.O.C1(C)C=CC(S(O)(=O)=O)=CC=1. Product: [CH2:7]([C:6]1[N:2]2[N:1]=[C:28]([CH3:30])[C:27]([C:24]3[CH:25]=[CH:26][C:21]([O:20][CH3:19])=[CH:22][CH:23]=3)=[C:9]([C:11]3[CH:18]=[CH:17][C:14]([C:15]#[N:16])=[CH:13][CH:12]=3)[C:3]2=[CH:4][CH:5]=1)[CH3:8]. The catalyst class is: 11. (4) Reactant: [CH3:1][O:2][C@@H:3]([C@@H:12]([N:17]([CH3:25])[C:18](=[O:24])[C@H:19]([CH:21]([CH3:23])[CH3:22])[NH2:20])[C@@H:13]([CH3:16])[CH2:14][CH3:15])[CH2:4][C:5]([O:7][C:8]([CH3:11])([CH3:10])[CH3:9])=[O:6].[CH:26]1[C:38]2[CH:37]([CH2:39][O:40][C:41]([NH:43][C:44]3([C:49](O)=[O:50])[CH2:48][CH2:47][CH2:46][CH2:45]3)=[O:42])[C:36]3[C:31](=[CH:32][CH:33]=[CH:34][CH:35]=3)[C:30]=2[CH:29]=[CH:28][CH:27]=1.C(N(C(C)C)CC)(C)C.CN(C(ON1N=NC2C=CC=NC1=2)=[N+](C)C)C.F[P-](F)(F)(F)(F)F. Product: [CH:26]1[C:38]2[CH:37]([CH2:39][O:40][C:41]([NH:43][C:44]3([C:49]([NH:20][C@H:19]([C:18]([N:17]([CH3:25])[C@@H:12]([C@@H:13]([CH3:16])[CH2:14][CH3:15])[C@H:3]([O:2][CH3:1])[CH2:4][C:5]([O:7][C:8]([CH3:11])([CH3:9])[CH3:10])=[O:6])=[O:24])[CH:21]([CH3:23])[CH3:22])=[O:50])[CH2:45][CH2:46][CH2:47][CH2:48]3)=[O:42])[C:36]3[C:31](=[CH:32][CH:33]=[CH:34][CH:35]=3)[C:30]=2[CH:29]=[CH:28][CH:27]=1. The catalyst class is: 96. (5) Reactant: [CH2:1]([O:3][C:4](=[O:36])[CH:5]([C:16]1[C:25]([CH3:26])=[CH:24][C:23]2[C:18](=[CH:19][CH:20]=[CH:21][C:22]=2[O:27][CH3:28])[C:17]=1[C:29]1[CH:34]=[CH:33][C:32]([Cl:35])=[CH:31][CH:30]=1)[O:6]CC1C=CC(OC)=CC=1)[CH3:2].FC(F)(F)C(O)=O. Product: [CH2:1]([O:3][C:4](=[O:36])[CH:5]([C:16]1[C:25]([CH3:26])=[CH:24][C:23]2[C:18](=[CH:19][CH:20]=[CH:21][C:22]=2[O:27][CH3:28])[C:17]=1[C:29]1[CH:30]=[CH:31][C:32]([Cl:35])=[CH:33][CH:34]=1)[OH:6])[CH3:2]. The catalyst class is: 4. (6) Reactant: [CH3:1][C:2]1[NH:3][C:4](=[O:26])[C:5]([CH2:11][C:12]2[CH:17]=[CH:16][C:15]([C:18]3[C:19]([C:24]#[N:25])=[CH:20][CH:21]=[CH:22][CH:23]=3)=[CH:14][CH:13]=2)=[C:6]([CH2:8][CH2:9][CH3:10])[N:7]=1.N(C(N1CCCCC1)=O)=NC(N1CCCCC1)=O.C(P(CCCC)CCCC)CCC.[Si:58]([O:65][CH2:66][C:67]1[CH:68]=[CH:69][C:70]([CH2:73]O)=[N:71][CH:72]=1)([C:61]([CH3:64])([CH3:63])[CH3:62])([CH3:60])[CH3:59]. Product: [Si:58]([O:65][CH2:66][C:67]1[CH:68]=[CH:69][C:70]([CH2:73][N:3]2[C:4](=[O:26])[C:5]([CH2:11][C:12]3[CH:17]=[CH:16][C:15]([C:18]4[C:19]([C:24]#[N:25])=[CH:20][CH:21]=[CH:22][CH:23]=4)=[CH:14][CH:13]=3)=[C:6]([CH2:8][CH2:9][CH3:10])[N:7]=[C:2]2[CH3:1])=[N:71][CH:72]=1)([C:61]([CH3:64])([CH3:63])[CH3:62])([CH3:59])[CH3:60]. The catalyst class is: 7. (7) Reactant: CS(C)=O.C(Cl)(=O)C(Cl)=O.[Br:11][C:12]1[CH:17]=[CH:16][C:15]([C@@H:18]2[CH2:20][C@H:19]2[CH2:21][OH:22])=[CH:14][CH:13]=1.C(N(CC)CC)C. Product: [Br:11][C:12]1[CH:13]=[CH:14][C:15]([C@@H:18]2[CH2:20][C@H:19]2[CH:21]=[O:22])=[CH:16][CH:17]=1. The catalyst class is: 4. (8) Reactant: [N:1]1([C:7]2[N:12]=[C:11]([N:13]3[CH2:18][CH2:17][O:16][CH2:15][CH2:14]3)[N:10]=[C:9]([C:19]3[CH:25]=[CH:24][C:22]([NH2:23])=[CH:21][CH:20]=3)[N:8]=2)[CH2:6][CH2:5][O:4][CH2:3][CH2:2]1.ClC(Cl)(O[C:30](=[O:36])OC(Cl)(Cl)Cl)Cl.C(N(CC)CC)C.[NH2:45][C:46]1[CH:51]=[CH:50][N:49]=[CH:48][CH:47]=1. Product: [N:1]1([C:7]2[N:12]=[C:11]([N:13]3[CH2:18][CH2:17][O:16][CH2:15][CH2:14]3)[N:10]=[C:9]([C:19]3[CH:25]=[CH:24][C:22]([NH:23][C:30]([NH:45][C:46]4[CH:51]=[CH:50][N:49]=[CH:48][CH:47]=4)=[O:36])=[CH:21][CH:20]=3)[N:8]=2)[CH2:2][CH2:3][O:4][CH2:5][CH2:6]1. The catalyst class is: 2.